From a dataset of Full USPTO retrosynthesis dataset with 1.9M reactions from patents (1976-2016). Predict the reactants needed to synthesize the given product. (1) Given the product [ClH:26].[CH:17](/[C:2]1[N:6]2[N:7]=[C:8]([NH:11][CH2:12][CH2:13][CH2:14][CH2:15][OH:16])[CH:9]=[CH:10][C:5]2=[N:4][CH:3]=1)=[CH:18]\[CH2:19][CH2:20][CH2:21][CH3:22], predict the reactants needed to synthesize it. The reactants are: Br[C:2]1[N:6]2[N:7]=[C:8]([NH:11][CH2:12][CH2:13][CH2:14][CH2:15][OH:16])[CH:9]=[CH:10][C:5]2=[N:4][CH:3]=1.[CH:17](/B(O)O)=[CH:18]\[CH2:19][CH2:20][CH2:21][CH3:22].[ClH:26]. (2) Given the product [F:11][C:8]1[CH:7]=[C:4]([CH:3]=[C:2]([F:1])[C:9]=1[O:20][C:16]1[CH:17]=[CH:18][CH:19]=[C:14]([C:13]([F:12])([F:21])[F:22])[CH:15]=1)[CH:5]=[O:6], predict the reactants needed to synthesize it. The reactants are: [F:1][C:2]1[CH:3]=[C:4]([CH:7]=[C:8]([F:11])[C:9]=1F)[CH:5]=[O:6].[F:12][C:13]([F:22])([F:21])[C:14]1[CH:15]=[C:16]([OH:20])[CH:17]=[CH:18][CH:19]=1. (3) Given the product [OH:1][C:2]1[CH:3]=[C:4]([CH:14]=[C:15]([O:17][C@@H:18]([CH3:22])[CH2:19][OH:20])[CH:16]=1)[C:5]([NH:7][C:8]1[CH:12]=[CH:11][N:10]([CH3:13])[N:9]=1)=[O:6], predict the reactants needed to synthesize it. The reactants are: [OH:1][C:2]1[CH:3]=[C:4]([CH:14]=[C:15]([O:17][C@@H:18]([CH3:22])[CH2:19][O:20]C)[CH:16]=1)[C:5]([NH:7][C:8]1[CH:12]=[CH:11][N:10]([CH3:13])[N:9]=1)=[O:6].I[Si](C)(C)C.C(=O)([O-])[O-].[K+].[K+].S([O-])([O-])(=O)=S.[Na+].[Na+]. (4) The reactants are: [F:1][C:2]([F:17])([F:16])[C:3]([OH:15])([CH2:6][C:7]1[CH:12]=[CH:11][CH:10]=[CH:9][C:8]=1[O:13][CH3:14])[C:4]#N.[H-].C([Al+]CC(C)C)C(C)C.C(O)(=O)C(C(C(O)=O)O)[OH:30]. Given the product [F:1][C:2]([F:17])([F:16])[C:3]([OH:15])([CH2:6][C:7]1[CH:12]=[CH:11][CH:10]=[CH:9][C:8]=1[O:13][CH3:14])[CH:4]=[O:30], predict the reactants needed to synthesize it. (5) The reactants are: [CH2:1]([NH:8][C:9]1[N:14]=[CH:13][C:12]([C:15]2[N:16]=[N:17][NH:18][N:19]=2)=[CH:11][N:10]=1)[C:2]1[CH:7]=[CH:6][CH:5]=[CH:4][CH:3]=1.Br[CH2:21][C:22]([O:24][CH2:25][CH3:26])=[O:23].C(N(CC)CC)C.C1COCC1. Given the product [CH2:1]([NH:8][C:9]1[N:10]=[CH:11][C:12]([C:15]2[N:19]=[N:18][N:17]([CH2:21][C:22]([O:24][CH2:25][CH3:26])=[O:23])[N:16]=2)=[CH:13][N:14]=1)[C:2]1[CH:3]=[CH:4][CH:5]=[CH:6][CH:7]=1, predict the reactants needed to synthesize it. (6) Given the product [CH:1]1([NH:4][C:5]([C:6]2[S:7][C:13]3=[N:20][C:19]([O:21][CH3:22])=[C:18]([Cl:23])[C:17]([CH3:24])=[C:14]3[C:15]=2[NH2:16])=[O:8])[CH2:3][CH2:2]1, predict the reactants needed to synthesize it. The reactants are: [CH:1]1([NH:4][C:5](=[O:8])[CH2:6][SH:7])[CH2:3][CH2:2]1.C[O-].[Na+].Cl[C:13]1[N:20]=[C:19]([O:21][CH3:22])[C:18]([Cl:23])=[C:17]([CH3:24])[C:14]=1[C:15]#[N:16].O. (7) Given the product [C:3]([C:4]1[CH:5]=[CH:6][C:7]2[O:12][CH:11]([C:13]([F:16])([F:15])[F:14])[C:10]([C:17]([O:19][CH2:20][CH3:21])=[O:18])=[CH:9][C:8]=2[CH:22]=1)#[N:2], predict the reactants needed to synthesize it. The reactants are: O[N:2]=[CH:3][C:4]1[CH:5]=[CH:6][C:7]2[O:12][CH:11]([C:13]([F:16])([F:15])[F:14])[C:10]([C:17]([O:19][CH2:20][CH3:21])=[O:18])=[CH:9][C:8]=2[CH:22]=1.FC(F)(F)C(OC(=O)C(F)(F)F)=O.C(N(CC)CC)C.Cl.